The task is: Predict the reaction yield, written as a fraction of the theoretical maximum amount of product (1.0 means a 100% yield; for example, 0.34 means a 34% yield).. This data is from Reaction yield outcomes from USPTO patents with 853,638 reactions. (1) The reactants are [CH2:1]([C:4]1([CH2:29][CH:30]=[CH2:31])[C:27](=[O:28])[N:7]2[CH2:8][CH2:9][N:10](C(OC(C)(C)C)=O)[C@@H:11]([C:12]3[CH:17]=[CH:16][C:15]([CH3:18])=[CH:14][C:13]=3[CH3:19])[C@@H:6]2[CH2:5]1)[CH:2]=[CH2:3].C(O)(C(F)(F)F)=O.[OH-].[Na+]. The catalyst is C(Cl)Cl. The product is [CH2:29]([C:4]1([CH2:1][CH:2]=[CH2:3])[C:27](=[O:28])[N:7]2[CH2:8][CH2:9][NH:10][C@@H:11]([C:12]3[CH:17]=[CH:16][C:15]([CH3:18])=[CH:14][C:13]=3[CH3:19])[C@@H:6]2[CH2:5]1)[CH:30]=[CH2:31]. The yield is 0.790. (2) The reactants are P(Cl)(Cl)([Cl:3])=O.O=[C:7]1[C:12]([C:13]#[N:14])=[CH:11][C:10]([CH3:15])=[C:9]([CH3:16])[NH:8]1. No catalyst specified. The product is [Cl:3][C:7]1[C:12]([C:13]#[N:14])=[CH:11][C:10]([CH3:15])=[C:9]([CH3:16])[N:8]=1. The yield is 0.667. (3) The reactants are C[O:2][C:3]([C:5]1[C:6]([C:14]2[CH:19]=[CH:18][CH:17]=[CH:16][C:15]=2[N+:20]([O-:22])=[O:21])=[CH:7][CH:8]=[C:9]([C:11](=[S:13])[NH2:12])[CH:10]=1)=[O:4].Br[CH2:24][C:25]([C:27]1[CH:32]=[C:31]([Cl:33])[CH:30]=[CH:29][C:28]=1[Cl:34])=O. No catalyst specified. The product is [Cl:34][C:28]1[CH:29]=[CH:30][C:31]([Cl:33])=[CH:32][C:27]=1[C:25]1[N:12]=[C:11]([C:9]2[CH:10]=[C:5]([C:3]([OH:2])=[O:4])[C:6]([C:14]3[CH:19]=[CH:18][CH:17]=[CH:16][C:15]=3[N+:20]([O-:22])=[O:21])=[CH:7][CH:8]=2)[S:13][CH:24]=1. The yield is 0.440.